Dataset: Full USPTO retrosynthesis dataset with 1.9M reactions from patents (1976-2016). Task: Predict the reactants needed to synthesize the given product. (1) Given the product [F:10][C:7]1[CH:8]=[CH:9][C:4]([CH2:3][CH:24]([C:17]2[C:18]([CH3:23])([CH3:22])[CH2:19][CH2:20][CH2:21][C:16]=2[CH3:15])[OH:25])=[CH:5][C:6]=1[C:11]([F:14])([F:13])[F:12], predict the reactants needed to synthesize it. The reactants are: [Mg].Br[CH2:3][C:4]1[CH:9]=[CH:8][C:7]([F:10])=[C:6]([C:11]([F:14])([F:13])[F:12])[CH:5]=1.[CH3:15][C:16]1[CH2:21][CH2:20][CH2:19][C:18]([CH3:23])([CH3:22])[C:17]=1[CH:24]=[O:25]. (2) The reactants are: [NH2:1][C:2]1[CH:17]=[CH:16][C:15]([O:18][CH3:19])=[CH:14][C:3]=1[C:4]([NH:6][C:7]1[CH:12]=[CH:11][C:10]([Br:13])=[CH:9][CH:8]=1)=[O:5].[OH:20][CH2:21][CH2:22][O:23][C:24]1[C:31]([CH3:32])=[CH:30][C:27]([CH:28]=O)=[CH:26][C:25]=1[CH3:33]. Given the product [Br:13][C:10]1[CH:9]=[CH:8][C:7]([N:6]2[C:4](=[O:5])[C:3]3[C:2](=[CH:17][CH:16]=[C:15]([O:18][CH3:19])[CH:14]=3)[N:1]=[C:28]2[C:27]2[CH:30]=[C:31]([CH3:32])[C:24]([O:23][CH2:22][CH2:21][OH:20])=[C:25]([CH3:33])[CH:26]=2)=[CH:12][CH:11]=1, predict the reactants needed to synthesize it. (3) Given the product [NH:36]1[C:37]2[C:42](=[CH:41][CH:40]=[CH:39][CH:38]=2)[C:34]([C:31]2[CH2:32][CH2:33][N:28]([CH2:12][C@@H:13]3[O:27][C:17]4=[C:18]5[C:23](=[CH:24][CH:25]=[C:16]4[O:15][CH2:14]3)[N:22]=[C:21]([CH3:26])[CH:20]=[CH:19]5)[CH2:29][CH:30]=2)=[CH:35]1, predict the reactants needed to synthesize it. The reactants are: CC1C=CC(S(O[CH2:12][C@@H:13]2[O:27][C:17]3=[C:18]4[C:23](=[CH:24][CH:25]=[C:16]3[O:15][CH2:14]2)[N:22]=[C:21]([CH3:26])[CH:20]=[CH:19]4)(=O)=O)=CC=1.[NH:28]1[CH2:33][CH:32]=[C:31]([C:34]2[C:42]3[C:37](=[CH:38][CH:39]=[CH:40][CH:41]=3)[NH:36][CH:35]=2)[CH2:30][CH2:29]1.C([O-])([O-])=O.[K+].[K+].CN(C=O)C. (4) Given the product [CH3:17][C:4]1[CH:5]=[C:6]([O:77][CH2:76][C:75]([F:79])([F:78])[F:74])[CH:7]=[C:2]([CH3:1])[C:3]=1[CH:18]1[C:22](=[O:23])[CH2:21][CH:20]([CH2:24][CH2:25][NH:26][C:27]([C:29]2[CH:34]=[CH:33][CH:32]=[CH:31][N:30]=2)=[O:28])[C:19]1=[O:35], predict the reactants needed to synthesize it. The reactants are: [CH3:1][C:2]1[CH:7]=[C:6](B2OC(C)(C)C(C)(C)O2)[CH:5]=[C:4]([CH3:17])[C:3]=1[C:18]1[C:22](=[O:23])[CH2:21][CH:20]([CH2:24][CH2:25][NH:26][C:27]([C:29]2[CH:34]=[CH:33][CH:32]=[CH:31][N:30]=2)=[O:28])[C:19]=1[O:35]C.C(N(CC)CC)C.C(N(CC([O-])=O)CC([O-])=O)CN(CC([O-])=O)CC([O-])=O.[Na+].[Na+].[Na+].[Na+].C(OCC)(=O)C.[F:74][C:75]([F:79])([F:78])[CH2:76][OH:77]. (5) Given the product [N+:20](/[CH:23]=[CH:11]/[C:10]1[CH:13]=[CH:14][C:7]([N:1]2[CH2:6][CH2:5][CH2:4][CH2:3][CH2:2]2)=[CH:8][CH:9]=1)([O-:22])=[O:21], predict the reactants needed to synthesize it. The reactants are: [N:1]1([C:7]2[CH:14]=[CH:13][C:10]([CH:11]=O)=[CH:9][CH:8]=2)[CH2:6][CH2:5][CH2:4][CH2:3][CH2:2]1.C([O-])(=O)C.[NH4+].[N+:20]([CH3:23])([O-:22])=[O:21]. (6) Given the product [I:21][C:2]1[C:3]2[CH:10]=[CH:9][N:8]([S:11]([C:14]3[CH:19]=[CH:18][C:17]([CH3:20])=[CH:16][CH:15]=3)(=[O:13])=[O:12])[C:4]=2[N:5]=[CH:6][N:7]=1, predict the reactants needed to synthesize it. The reactants are: Cl[C:2]1[C:3]2[CH:10]=[CH:9][N:8]([S:11]([C:14]3[CH:19]=[CH:18][C:17]([CH3:20])=[CH:16][CH:15]=3)(=[O:13])=[O:12])[C:4]=2[N:5]=[CH:6][N:7]=1.[IH:21].